From a dataset of Catalyst prediction with 721,799 reactions and 888 catalyst types from USPTO. Predict which catalyst facilitates the given reaction. (1) Reactant: [C:1]1([CH2:7][C@@H:8]([NH:21][C:22]2[S:23][C:24]([C:27]3[CH:32]=[CH:31][C:30]4[CH:33]=[N:34][CH:35]=[C:36]([CH:37]=[CH2:38])[C:29]=4[N:28]=3)=[N:25][N:26]=2)[CH2:9][N:10]2C(=O)C3C=CC=CC=3C2=O)[CH:6]=[CH:5][CH:4]=[CH:3][CH:2]=1.NN. Product: [NH2:10][CH2:9][C@H:8]([NH:21][C:22]1[S:23][C:24]([C:27]2[CH:32]=[CH:31][C:30]3[CH:33]=[N:34][CH:35]=[C:36]([CH2:37][CH3:38])[C:29]=3[N:28]=2)=[N:25][N:26]=1)[CH2:7][C:1]1[CH:6]=[CH:5][CH:4]=[CH:3][CH:2]=1. The catalyst class is: 8. (2) Reactant: [Br:1][C:2]1[CH:3]=[C:4]([CH3:18])[C:5]2[O:14][C:13]3[C:12](=[O:15])[NH:11][C:10]([CH2:16]Cl)=[N:9][C:8]=3[C:6]=2[CH:7]=1.C(N(CC)CC)C.[OH:26][C@H:27]1[CH2:31][CH2:30][NH:29][CH2:28]1. Product: [Br:1][C:2]1[CH:3]=[C:4]([CH3:18])[C:5]2[O:14][C:13]3[C:12](=[O:15])[NH:11][C:10]([CH2:16][N:29]4[CH2:30][CH2:31][C@H:27]([OH:26])[CH2:28]4)=[N:9][C:8]=3[C:6]=2[CH:7]=1. The catalyst class is: 8. (3) Reactant: [Cl:1][C:2]1[C:11]([C:12]2([C:15]#[N:16])[CH2:14][CH2:13]2)=[CH:10][CH:9]=[CH:8][C:3]=1[C:4]([O:6]C)=[O:5].CO.O.O.[OH-].[Li+]. Product: [Cl:1][C:2]1[C:11]([C:12]2([C:15]#[N:16])[CH2:14][CH2:13]2)=[CH:10][CH:9]=[CH:8][C:3]=1[C:4]([OH:6])=[O:5]. The catalyst class is: 7. (4) Reactant: [Cl:1][C:2]1[CH:7]=[CH:6][N:5]=[C:4]([CH2:8][N:9]2[CH2:14][CH2:13][O:12][CH2:11][CH:10]2[CH2:15]O)[N:3]=1.CCN(S(F)(F)[F:23])CC.C([O-])(O)=O.[Na+]. Product: [Cl:1][C:2]1[CH:7]=[CH:6][N:5]=[C:4]([CH2:8][N:9]2[CH2:14][CH2:13][O:12][CH2:11][CH:10]2[CH2:15][F:23])[N:3]=1. The catalyst class is: 2. (5) Reactant: [OH:1][C:2]1[CH:7]=[CH:6][C:5](B(O)O)=[CH:4][CH:3]=1.Br[C:12]1[CH:17]=[CH:16][C:15]([Br:18])=[CH:14][N:13]=1.C([O-])([O-])=O.[Na+].[Na+].CCO. Product: [Br:18][C:15]1[CH:16]=[CH:17][C:12]([C:5]2[CH:6]=[CH:7][C:2]([OH:1])=[CH:3][CH:4]=2)=[N:13][CH:14]=1. The catalyst class is: 109. (6) Reactant: [C:1]([O:5][C:6]([NH:8][C:9]([CH3:17])([CH3:16])[CH2:10]/[CH:11]=[CH:12]/[C:13]([OH:15])=O)=[O:7])([CH3:4])([CH3:3])[CH3:2].ON1C2N=CC=CC=2N=N1.Cl.CN(C)CCCN=C=NCC.[CH3:40][N:41]([C@@H:58]([C:66](=[O:74])[NH:67][CH2:68][CH:69]1[CH2:73][CH2:72][CH2:71][O:70]1)[CH2:59][C:60]1[CH:65]=[CH:64][CH:63]=[CH:62][CH:61]=1)[C:42](=[O:57])[C@H:43]([NH:55][CH3:56])[CH2:44][C:45]1[C:54]2[C:49](=[CH:50][CH:51]=[CH:52][CH:53]=2)[CH:48]=[CH:47][CH:46]=1.C(N(C(C)C)CC)(C)C. The catalyst class is: 2. Product: [C:1]([O:5][C:6](=[O:7])[NH:8][C:9]([CH3:17])([CH3:16])[CH2:10]/[CH:11]=[CH:12]/[C:13](=[O:15])[N:55]([CH3:56])[C@@H:43]([C:42](=[O:57])[N:41]([CH3:40])[C@@H:58]([C:66](=[O:74])[NH:67][CH2:68][CH:69]1[CH2:73][CH2:72][CH2:71][O:70]1)[CH2:59][C:60]1[CH:61]=[CH:62][CH:63]=[CH:64][CH:65]=1)[CH2:44][C:45]1[C:54]2[C:49](=[CH:50][CH:51]=[CH:52][CH:53]=2)[CH:48]=[CH:47][CH:46]=1)([CH3:2])([CH3:3])[CH3:4]. (7) Reactant: C([O:3][C:4]([C:6]1[CH:7]=[C:8]2[C:13](=[CH:14][CH:15]=1)[CH2:12][N:11]([CH2:16][C:17]([N:19]1[CH2:24][CH2:23][N:22]([CH:25]3[CH2:28][CH2:27][CH2:26]3)[CH2:21][CH2:20]1)=[O:18])[CH2:10][CH2:9]2)=[O:5])C.[OH-].[Li+]. Product: [CH:25]1([N:22]2[CH2:21][CH2:20][N:19]([C:17](=[O:18])[CH2:16][N:11]3[CH2:10][CH2:9][C:8]4[C:13](=[CH:14][CH:15]=[C:6]([C:4]([OH:5])=[O:3])[CH:7]=4)[CH2:12]3)[CH2:24][CH2:23]2)[CH2:26][CH2:27][CH2:28]1. The catalyst class is: 87.